This data is from Peptide-MHC class I binding affinity with 185,985 pairs from IEDB/IMGT. The task is: Regression. Given a peptide amino acid sequence and an MHC pseudo amino acid sequence, predict their binding affinity value. This is MHC class I binding data. (1) The peptide sequence is EISGLRPGE. The MHC is HLA-B27:05 with pseudo-sequence HLA-B27:05. The binding affinity (normalized) is 0.0847. (2) The peptide sequence is SSFFSGSCL. The MHC is H-2-Db with pseudo-sequence H-2-Db. The binding affinity (normalized) is 0.0375. (3) The peptide sequence is AVLDDGIYR. The MHC is HLA-A11:01 with pseudo-sequence HLA-A11:01. The binding affinity (normalized) is 0.566.